Dataset: Full USPTO retrosynthesis dataset with 1.9M reactions from patents (1976-2016). Task: Predict the reactants needed to synthesize the given product. (1) Given the product [CH3:28][C:25]([C:22]1[CH:21]=[C:17]([CH:16]=[C:15]([C:11]([CH3:14])([CH3:13])[CH3:12])[C:23]=1[OH:24])[C:18]([NH:8][C:7]1[CH:9]=[CH:10][C:4]([N+:1]([O-:3])=[O:2])=[CH:5][CH:6]=1)=[O:19])([CH3:26])[CH3:27], predict the reactants needed to synthesize it. The reactants are: [N+:1]([C:4]1[CH:10]=[CH:9][C:7]([NH2:8])=[CH:6][CH:5]=1)([O-:3])=[O:2].[C:11]([C:15]1[CH:16]=[C:17]([CH:21]=[C:22]([C:25]([CH3:28])([CH3:27])[CH3:26])[C:23]=1[OH:24])[C:18](O)=[O:19])([CH3:14])([CH3:13])[CH3:12].C1(N=C=NC2CCCCC2)CCCCC1. (2) Given the product [CH3:25][S:26]([O:11][C@H:10]([CH:12]1[CH2:13][CH2:14][O:15][CH2:16][CH2:17]1)[CH2:9][O:8][Si:1]([C:4]([CH3:7])([CH3:6])[CH3:5])([CH3:3])[CH3:2])(=[O:28])=[O:27], predict the reactants needed to synthesize it. The reactants are: [Si:1]([O:8][CH2:9][C@@H:10]([CH:12]1[CH2:17][CH2:16][O:15][CH2:14][CH2:13]1)[OH:11])([C:4]([CH3:7])([CH3:6])[CH3:5])([CH3:3])[CH3:2].C(N(CC)CC)C.[CH3:25][S:26](Cl)(=[O:28])=[O:27].C([O-])(O)=O.[Na+]. (3) Given the product [NH:1]([C:12]([O:14][CH2:15][C:16]1[CH:21]=[CH:20][CH:19]=[CH:18][CH:17]=1)=[O:13])[C@H:2]([C:4]([NH:6][CH2:7][C:9]([NH2:11])=[O:10])=[O:5])[CH2:3][CH2:3][CH2:2][CH2:4][NH2:6], predict the reactants needed to synthesize it. The reactants are: [NH:1]([C:12]([O:14][CH2:15][C:16]1[CH:21]=[CH:20][CH:19]=[CH:18][CH:17]=1)=[O:13])[C@H:2]([C:4]([NH:6][C@H:7]([C:9]([NH2:11])=[O:10])C)=[O:5])[CH3:3].